This data is from Catalyst prediction with 721,799 reactions and 888 catalyst types from USPTO. The task is: Predict which catalyst facilitates the given reaction. (1) Product: [C:37]([OH:39])([C:36]([F:41])([F:40])[F:35])=[O:38].[NH2:20][C@H:19]([CH2:32][F:33])[C@@H:18]([C:15]1[CH:14]=[CH:13][C:12]([C:9]2[CH:8]=[CH:7][C:6]([C:4]3[CH2:5][S:2](=[O:1])(=[O:34])[CH:3]=3)=[N:11][CH:10]=2)=[CH:17][CH:16]=1)[OH:22]. Reactant: [O:1]=[S:2]1(=[O:34])[CH:5]=[C:4]([C:6]2[N:11]=[CH:10][C:9]([C:12]3[CH:17]=[CH:16][C:15]([C@H:18]4[O:22]C(C)(C)[N:20](C(OC(C)(C)C)=O)[C@@H:19]4[CH2:32][F:33])=[CH:14][CH:13]=3)=[CH:8][CH:7]=2)[CH2:3]1.[F:35][C:36]([F:41])([F:40])[C:37]([OH:39])=[O:38]. The catalyst class is: 2. (2) Reactant: C(OC(=O)[NH:7][CH2:8][C:9]1[CH:14]=[C:13]([CH:15]=[CH2:16])[C:12]([NH:17][S:18]([CH3:21])(=[O:20])=[O:19])=[C:11]([Cl:22])[CH:10]=1)(C)(C)C. Product: [NH2:7][CH2:8][C:9]1[CH:14]=[C:13]([CH:15]=[CH2:16])[C:12]([NH:17][S:18]([CH3:21])(=[O:20])=[O:19])=[C:11]([Cl:22])[CH:10]=1. The catalyst class is: 137.